Dataset: Full USPTO retrosynthesis dataset with 1.9M reactions from patents (1976-2016). Task: Predict the reactants needed to synthesize the given product. (1) Given the product [Cl:1][C:2]1[CH:7]=[C:6]([CH:5]=[CH:4][C:3]=1[O:11][CH2:12][C:13]1[CH:18]=[CH:17][CH:16]=[CH:15][C:14]=1[F:19])[NH2:8], predict the reactants needed to synthesize it. The reactants are: [Cl:1][C:2]1[CH:7]=[C:6]([N+:8]([O-])=O)[CH:5]=[CH:4][C:3]=1[O:11][CH2:12][C:13]1[CH:18]=[CH:17][CH:16]=[CH:15][C:14]=1[F:19].[Cl-].[NH4+].C(O)C.CO. (2) Given the product [Cl:11][C:12]1[C:18]([F:19])=[CH:17][CH:16]=[CH:15][C:13]=1[NH:14][CH:5]=[O:7], predict the reactants needed to synthesize it. The reactants are: C(O[C:5](=[O:7])C)(=O)C.C(O)=O.[Cl:11][C:12]1[C:18]([F:19])=[CH:17][CH:16]=[CH:15][C:13]=1[NH2:14]. (3) Given the product [ClH:36].[C:1]([C:3]1[C:4]([C:26]2[CH:27]=[N:28][C:29]([C:32]([F:35])([F:34])[F:33])=[CH:30][CH:31]=2)=[CH:5][C:6]([CH2:9][NH:10][C:11]([C@@H:13]2[CH2:17][C@@H:16]([F:18])[CH2:15][NH:14]2)=[O:12])=[N:7][CH:8]=1)#[N:2], predict the reactants needed to synthesize it. The reactants are: [C:1]([C:3]1[C:4]([C:26]2[CH:27]=[N:28][C:29]([C:32]([F:35])([F:34])[F:33])=[CH:30][CH:31]=2)=[CH:5][C:6]([CH2:9][NH:10][C:11]([C@@H:13]2[CH2:17][C@@H:16]([F:18])[CH2:15][N:14]2C(OC(C)(C)C)=O)=[O:12])=[N:7][CH:8]=1)#[N:2].[ClH:36]. (4) Given the product [Br:45][C:4]1[CH:3]=[CH:2][S:6][C:5]=1[C:7]([NH:9][CH:10]([C:12]1[N:17]=[N:16][C:15]([NH:18][C:19]2[CH:24]=[CH:23][C:22]([O:25][CH3:26])=[CH:21][CH:20]=2)=[N:14][CH:13]=1)[CH3:11])=[O:8], predict the reactants needed to synthesize it. The reactants are: Br[C:2]1[S:6][C:5]([C:7]([NH:9][CH:10]([C:12]2[N:17]=[N:16][C:15]([NH:18][C:19]3[CH:24]=[CH:23][C:22]([O:25][CH3:26])=[CH:21][CH:20]=3)=[N:14][CH:13]=2)[CH3:11])=[O:8])=[CH:4][CH:3]=1.NC(C1N=NC(NC2C=CC(OC)=CC=2)=NC=1)C.[Br:45]C1C=CSC=1C(O)=O. (5) Given the product [C@H:2]([OH:3])([C:1]([OH:10])=[O:9])[C@H:4]([OH:5])[C:6]([OH:8])=[O:7].[C:1]([OH:10])(=[O:9])[CH:2]([CH:4]([C:6]([OH:8])=[O:7])[OH:5])[OH:3], predict the reactants needed to synthesize it. The reactants are: [C:1]([OH:10])(=[O:9])[C@@H:2]([C@H:4]([C:6]([OH:8])=[O:7])[OH:5])[OH:3]. (6) Given the product [CH3:38][C:35]([C:21]1[S:22][C:23]([C:24]2[CH:29]=[CH:28][N:27]=[C:26]([CH2:30][CH2:31][C:32]([N:66]3[CH2:67][CH2:69][O:47][CH2:64][CH2:65]3)=[O:33])[N:25]=2)=[C:19]([C:15]2[C:14]([F:39])=[C:13]([NH:12][S:9]([C:3]3[CH:4]=[C:5]([F:8])[CH:6]=[CH:7][C:2]=3[F:1])(=[O:11])=[O:10])[CH:18]=[CH:17][CH:16]=2)[N:20]=1)([CH3:37])[CH3:36], predict the reactants needed to synthesize it. The reactants are: [F:1][C:2]1[CH:7]=[CH:6][C:5]([F:8])=[CH:4][C:3]=1[S:9]([NH:12][C:13]1[C:14]([F:39])=[C:15]([C:19]2[N:20]=[C:21]([C:35]([CH3:38])([CH3:37])[CH3:36])[S:22][C:23]=2[C:24]2[CH:29]=[CH:28][N:27]=[C:26]([CH2:30][CH2:31][C:32](O)=[O:33])[N:25]=2)[CH:16]=[CH:17][CH:18]=1)(=[O:11])=[O:10].CN(C([O:47]N1N=NC2C=CC=NC1=2)=[N+](C)C)C.F[P-](F)(F)(F)(F)F.[CH3:64][CH2:65][N:66](C(C)C)[CH:67]([CH3:69])C. (7) Given the product [NH2:24][C:12]1[C:13]([CH:21]2[CH2:23][CH2:22]2)=[CH:14][C:15]2[C:10]([CH:11]=1)=[N:9][N:8]([C:5]1[CH:4]=[CH:3][C:2]([Br:1])=[CH:7][CH:6]=1)[C:16]=2[C:17]([NH:19][CH3:20])=[O:18], predict the reactants needed to synthesize it. The reactants are: [Br:1][C:2]1[CH:7]=[CH:6][C:5]([N:8]2[C:16]([C:17]([NH:19][CH3:20])=[O:18])=[C:15]3[C:10]([CH:11]=[C:12]([N+:24]([O-])=O)[C:13]([CH:21]4[CH2:23][CH2:22]4)=[CH:14]3)=[N:9]2)=[CH:4][CH:3]=1.[Cl-].[NH4+].CO. (8) Given the product [C:13]([C:7]1[C:6]2[N:5]([N:4]=[C:3]([C:2]([F:1])([F:18])[F:17])[CH:16]=2)[C:10]([O:11][CH3:12])=[CH:9][CH:8]=1)(=[O:15])[CH3:14], predict the reactants needed to synthesize it. The reactants are: [F:1][C:2]([F:18])([F:17])[C:3]1[CH:16]=[C:6]2[C:7]([CH:13]([OH:15])[CH3:14])=[CH:8][CH:9]=[C:10]([O:11][CH3:12])[N:5]2[N:4]=1.